Dataset: HIV replication inhibition screening data with 41,000+ compounds from the AIDS Antiviral Screen. Task: Binary Classification. Given a drug SMILES string, predict its activity (active/inactive) in a high-throughput screening assay against a specified biological target. (1) The compound is CC(=O)Nc1ccc(S(=O)(=O)n2oc(=O)c(-c3ccccc3)c2N)cc1. The result is 0 (inactive). (2) The compound is CC(C(C(=O)O)S(=O)(=O)O)C(C(=O)O)S(=O)(=O)O. The result is 0 (inactive). (3) The molecule is NC(=O)C(c1ccccc1)N1CCCC1. The result is 0 (inactive). (4) The compound is CC(C)=CCCC(C)C=CC=C(C)C(=O)CCC1CC[N+]2(C)CCCCC12.[Cl-]. The result is 0 (inactive). (5) The molecule is Cc1ccc2c(c1)C(=O)CC=C(C(=O)O)N2. The result is 0 (inactive). (6) The compound is COc1cc2c(cc1O)C1(C(=O)c3ccc4c(c3C1O)OCO4)N(C)CC2. The result is 0 (inactive). (7) The drug is CC(=O)OC(C)(C)CCC(=O)C(C)(O)C1C(O)CC2(C)C3CC=C4C(C)=C(OC5OC(CO)C(O)C(O)C5O)C(=O)CC4C3(C)C(=O)CC12C. The result is 0 (inactive). (8) The result is 0 (inactive). The drug is CCOC(=O)C(=C(SC)SC)c1nn2c(=O)cc(C)nc2s1. (9) The compound is CC(=CCS(=O)(=O)CCNC(=N)N)CCC=C(C)CCC1(C)C(C)=CCCC1C. The result is 0 (inactive).